This data is from Full USPTO retrosynthesis dataset with 1.9M reactions from patents (1976-2016). The task is: Predict the reactants needed to synthesize the given product. (1) Given the product [NH2:1][C:2]1[N:10]=[CH:9][N:8]=[C:7]2[C:3]=1[N:4]([C:25]1[CH:30]=[CH:29][C:28]([O:31][C:32]3[CH:37]=[CH:36][CH:35]=[CH:34][CH:33]=3)=[CH:27][CH:26]=1)[C:5](=[O:24])[N:6]2[C:11]1[CH:12]=[C:13]([NH:17][C:18](=[O:23])/[CH:19]=[CH:20]/[CH2:21][NH:47][CH:44]2[CH2:46][CH2:45]2)[CH:14]=[CH:15][CH:16]=1, predict the reactants needed to synthesize it. The reactants are: [NH2:1][C:2]1[N:10]=[CH:9][N:8]=[C:7]2[C:3]=1[N:4]([C:25]1[CH:30]=[CH:29][C:28]([O:31][C:32]3[CH:37]=[CH:36][CH:35]=[CH:34][CH:33]=3)=[CH:27][CH:26]=1)[C:5](=[O:24])[N:6]2[C:11]1[CH:12]=[C:13]([NH:17][C:18](=[O:23])/[CH:19]=[CH:20]/[CH2:21]Br)[CH:14]=[CH:15][CH:16]=1.C([O-])([O-])=O.[K+].[K+].[CH:44]1([NH2:47])[CH2:46][CH2:45]1. (2) Given the product [C:21]([C:20]1[CH:19]=[C:18]([C:27](=[O:28])[C:26]([O:33][C:34]([CH3:37])([CH3:36])[CH3:35])=[O:32])[CH:25]=[CH:24][CH:23]=1)#[N:22], predict the reactants needed to synthesize it. The reactants are: C([Mg]Cl)(C)C.CN(C)CCOCCN(C)C.I[C:18]1[CH:19]=[C:20]([CH:23]=[CH:24][CH:25]=1)[C:21]#[N:22].[C:26]([O:33][C:34]([CH3:37])([CH3:36])[CH3:35])(=[O:32])[C:27](OCC)=[O:28]. (3) Given the product [C:1]([O:5][C:6]([CH2:8][CH2:9][CH2:10][CH:11]([OH:16])[C:12]([O:14][CH3:15])=[O:13])=[O:7])([CH3:3])([CH3:4])[CH3:2], predict the reactants needed to synthesize it. The reactants are: [C:1]([O:5][C:6]([CH2:8][CH2:9][CH2:10][C:11](=[O:16])[C:12]([O:14][CH3:15])=[O:13])=[O:7])([CH3:4])([CH3:3])[CH3:2].C(O[BH-](OC(=O)C)OC(=O)C)(=O)C.[Na+].C(OC(CCCCCC(O)C(OC)=O)=O)(C)(C)C. (4) The reactants are: S([O-])([O-])(=O)=O.[Zr+4:6].S([O-])([O-])(=O)=O.[P].[OH:13][P:14]([OH:17])([OH:16])=[O:15].[OH-].[Na+]. Given the product [P:14]([O-:17])([O-:16])([O-:15])=[O:13].[Zr+4:6].[P:14]([O-:17])([O-:16])([O-:15])=[O:13].[P:14]([O-:17])([O-:16])([O-:15])=[O:13].[P:14]([O-:17])([O-:16])([O-:15])=[O:13].[Zr+4:6].[Zr+4:6], predict the reactants needed to synthesize it. (5) Given the product [CH2:16]([N:23]1[CH2:28][CH2:27][N:26]([C:10]([C@@H:9]([NH:8][C:6](=[O:7])[O:5][C:1]([CH3:2])([CH3:3])[CH3:4])[CH2:13][CH:14]=[CH2:15])=[O:12])[CH:25]([CH:29]=[CH2:30])[CH2:24]1)[C:17]1[CH:18]=[CH:19][CH:20]=[CH:21][CH:22]=1, predict the reactants needed to synthesize it. The reactants are: [C:1]([O:5][C:6]([NH:8][C@@H:9]([CH2:13][CH:14]=[CH2:15])[C:10]([OH:12])=O)=[O:7])([CH3:4])([CH3:3])[CH3:2].[CH2:16]([N:23]1[CH2:28][CH2:27][NH:26][CH:25]([CH:29]=[CH2:30])[CH2:24]1)[C:17]1[CH:22]=[CH:21][CH:20]=[CH:19][CH:18]=1.CCN(CC)CC. (6) Given the product [NH2:21][C@H:16]1[C:6]2[C:7](=[CH:8][C:9]3[C:10]([CH3:12])=[CH:11][C:2]([Cl:1])=[N:3][C:4]=3[CH:5]=2)[O:13][C:14]([CH3:19])([CH3:18])[C@@H:15]1[OH:17], predict the reactants needed to synthesize it. The reactants are: [Cl:1][C:2]1[CH:11]=[C:10]([CH3:12])[C:9]2[CH:8]=[C:7]3[O:13][C:14]([CH3:19])([CH3:18])[C@@H:15]4[O:17][C@@H:16]4[C:6]3=[CH:5][C:4]=2[N:3]=1.O.[NH3:21].